From a dataset of Full USPTO retrosynthesis dataset with 1.9M reactions from patents (1976-2016). Predict the reactants needed to synthesize the given product. (1) Given the product [F:7][C@H:8]1[C@@H:13]([O:14][C:15]2[CH:22]=[CH:21][C:20]([C:23]3[N:28]=[C:27]([NH:29][C:30]4[CH:35]=[CH:34][C:33]([N:36]5[CH2:37][CH2:38][N:39]([CH:42]6[CH2:45][O:44][CH2:43]6)[CH2:40][CH2:41]5)=[CH:32][CH:31]=4)[N:26]=[CH:25][N:24]=3)=[CH:19][C:16]=2[C:17]#[N:18])[CH2:12][CH2:11][O:10][CH2:9]1, predict the reactants needed to synthesize it. The reactants are: CC(C)([O-])C.[K+].[F:7][C@H:8]1[C@@H:13]([O:14][C:15]2[CH:22]=[CH:21][C:20]([C:23]3[N:28]=[C:27]([NH:29][C:30]4[CH:35]=[CH:34][C:33]([N:36]5[CH2:41][CH2:40][N:39]([CH:42]6[CH2:45][O:44][CH2:43]6)[CH2:38][CH2:37]5)=[CH:32][CH:31]=4)[N:26]=[CH:25][N:24]=3)=[CH:19][C:16]=2[C:17]#[N:18])[CH2:12][CH2:11][O:10][CH2:9]1.F[C@H]1[C@@H](O)CCOC1.FC1C=CC(C2N=C(NC3C=CC(N4CCN(C5COC5)CC4)=CC=3)N=CN=2)=CC=1C#N. (2) The reactants are: [Br:1][C:2]1[CH:7]=[C:6]([F:8])[C:5]([F:9])=[CH:4][C:3]=1[NH:10][C:11](=[O:17])[O:12][C:13]([CH3:16])([CH3:15])[CH3:14].[C:18](=O)([O-])[O-].[Cs+].[Cs+].IC. Given the product [Br:1][C:2]1[CH:7]=[C:6]([F:8])[C:5]([F:9])=[CH:4][C:3]=1[N:10]([CH3:18])[C:11](=[O:17])[O:12][C:13]([CH3:14])([CH3:16])[CH3:15], predict the reactants needed to synthesize it. (3) Given the product [Cl:1][C:2]1[CH:3]=[CH:4][C:5]([O:18][C:20]2[CH:27]=[CH:26][CH:25]=[CH:24][C:21]=2[CH:22]=[O:23])=[C:6]2[C:11]=1[NH:10][C:9](=[O:12])[NH:8][C:7]12[CH2:17][CH2:16][CH2:15][CH2:14][CH2:13]1, predict the reactants needed to synthesize it. The reactants are: [Cl:1][C:2]1[CH:3]=[CH:4][C:5]([OH:18])=[C:6]2[C:11]=1[NH:10][C:9](=[O:12])[NH:8][C:7]12[CH2:17][CH2:16][CH2:15][CH2:14][CH2:13]1.F[C:20]1[CH:27]=[CH:26][CH:25]=[CH:24][C:21]=1[CH:22]=[O:23]. (4) Given the product [F:32][C:25]1[C:26]([OH:31])=[CH:27][CH:28]=[C:29]([F:30])[C:24]=1[NH:23][C:8](=[O:10])[C:7]1[C:2]([F:1])=[CH:3][CH:4]=[C:5]([C:12]2[CH:17]=[CH:16][CH:15]=[C:14]([F:18])[CH:13]=2)[C:6]=1[CH3:11], predict the reactants needed to synthesize it. The reactants are: [F:1][C:2]1[C:7]([C:8]([OH:10])=O)=[C:6]([CH3:11])[C:5]([C:12]2[CH:17]=[CH:16][CH:15]=[C:14]([F:18])[CH:13]=2)=[CH:4][CH:3]=1.O=S(Cl)Cl.[NH2:23][C:24]1[C:25]([F:32])=[C:26]([OH:31])[CH:27]=[CH:28][C:29]=1[F:30].C([O-])(O)=O.[Na+]. (5) Given the product [F:1][C:2]1[CH:3]=[C:4]([NH2:16])[C:5]([NH2:15])=[CH:6][C:7]=1[N:8]1[CH2:13][CH2:12][N:11]([CH3:14])[CH2:10][CH2:9]1, predict the reactants needed to synthesize it. The reactants are: [F:1][C:2]1[C:7]([N:8]2[CH2:13][CH2:12][N:11]([CH3:14])[CH2:10][CH2:9]2)=[CH:6][C:5]([NH2:15])=[C:4]([N+:16]([O-])=O)[CH:3]=1.[H][H]. (6) Given the product [Cl:1][C:2]1[CH:3]=[C:4]([C:10]2([C:37]([F:38])([F:39])[F:40])[CH2:14][CH2:13][N:12]([C:15]3[N:20]=[C:19]([C:21]([F:23])([F:24])[F:22])[C:18]([CH2:25][NH2:26])=[CH:17][N:16]=3)[CH2:11]2)[CH:5]=[C:6]([Cl:9])[C:7]=1[Cl:8], predict the reactants needed to synthesize it. The reactants are: [Cl:1][C:2]1[CH:3]=[C:4]([C:10]2([C:37]([F:40])([F:39])[F:38])[CH2:14][CH2:13][N:12]([C:15]3[N:20]=[C:19]([C:21]([F:24])([F:23])[F:22])[C:18]([CH2:25][N:26]4C(=O)C5C(=CC=CC=5)C4=O)=[CH:17][N:16]=3)[CH2:11]2)[CH:5]=[C:6]([Cl:9])[C:7]=1[Cl:8].O.NN. (7) Given the product [Br:38][C:39]1[CH:40]=[C:41]([C:45]2[CH:46]=[CH:30][C:25]3[C:26](=[CH:27][CH:28]=[C:23]([C:10]4[N:11]([CH2:14][C:15]([N:17]5[CH2:18][CH2:19][O:20][CH2:21][CH2:22]5)=[O:16])[C:12]5[C:8]([C:9]=4[CH:32]4[CH2:37][CH2:36][CH2:35][CH2:34][CH2:33]4)=[CH:7][CH:6]=[C:5]([C:3]([OH:4])=[O:2])[CH:13]=5)[CH:24]=3)[N:29]=2)[CH:42]=[CH:43][CH:44]=1, predict the reactants needed to synthesize it. The reactants are: C[O:2][C:3]([C:5]1[CH:13]=[C:12]2[C:8]([C:9]([CH:32]3[CH2:37][CH2:36][CH2:35][CH2:34][CH2:33]3)=[C:10]([C:23]3[CH:28]=[CH:27][C:26]([NH2:29])=[C:25]([CH:30]=O)[CH:24]=3)[N:11]2[CH2:14][C:15]([N:17]2[CH2:22][CH2:21][O:20][CH2:19][CH2:18]2)=[O:16])=[CH:7][CH:6]=1)=[O:4].[Br:38][C:39]1[CH:40]=[C:41]([C:45](=O)[CH3:46])[CH:42]=[CH:43][CH:44]=1. (8) Given the product [CH:1]1([N:4]2[C:10]([C:11]([O:13][CH2:14][CH3:15])=[O:12])=[CH:9][C:8]([C:7]([F:6])([F:18])[F:19])=[N:5]2)[CH2:3][CH2:2]1, predict the reactants needed to synthesize it. The reactants are: [CH:1]1([NH:4][NH2:5])[CH2:3][CH2:2]1.[F:6][C:7]([F:19])([F:18])[C:8](=O)[CH2:9][C:10](=O)[C:11]([O:13][CH2:14][CH3:15])=[O:12]. (9) Given the product [Cl:10][C:11]1[CH:12]=[C:13]([C:17]2[C:22]3[N:23]([CH2:35][C@H:36]4[CH2:41][CH2:40][C@H:39]([CH3:42])[CH2:38][CH2:37]4)[C:24]([N:26]4[CH2:31][CH2:30][O:29][C@@H:28]5[CH2:32][CH2:33][CH2:34][C@@H:27]45)=[N:25][C:21]=3[CH:20]=[C:19]([C:43](=[N:2][OH:3])[NH2:44])[N:18]=2)[CH:14]=[N:15][CH:16]=1, predict the reactants needed to synthesize it. The reactants are: Cl.[NH2:2][OH:3].C(=O)(O)[O-].[Na+].O.[Cl:10][C:11]1[CH:12]=[C:13]([C:17]2[C:22]3[N:23]([CH2:35][C@H:36]4[CH2:41][CH2:40][C@H:39]([CH3:42])[CH2:38][CH2:37]4)[C:24]([N:26]4[CH2:31][CH2:30][O:29][C@@H:28]5[CH2:32][CH2:33][CH2:34][C@@H:27]45)=[N:25][C:21]=3[CH:20]=[C:19]([C:43]#[N:44])[N:18]=2)[CH:14]=[N:15][CH:16]=1. (10) Given the product [CH3:23][O:22][C:19]1[CH:20]=[CH:21][C:16]([C@H:15]2[CH2:35][CH2:34][CH:33]=[CH:37]2)=[CH:17][CH:18]=1, predict the reactants needed to synthesize it. The reactants are: O1CCOCC1.O([CH2:15][C:16]1[CH:21]=[CH:20][C:19]([O:22][CH3:23])=[CH:18][CH:17]=1)S(C(F)(F)F)(=O)=O.C(N(C(C)C)C(C)C)C.[CH:33]1[CH2:37]C[CH2:35][CH:34]=1.